Dataset: Full USPTO retrosynthesis dataset with 1.9M reactions from patents (1976-2016). Task: Predict the reactants needed to synthesize the given product. (1) Given the product [Cl:12][C:8]1[CH:7]=[C:6]([C:3]#[C:2][C:13]2[N:14]=[C:15]([CH3:31])[N:16]([C:19]3[CH:24]=[CH:23][C:22]([O:25][CH3:26])=[C:21]([C:27]([F:30])([F:28])[F:29])[CH:20]=3)[C:17]=2[CH3:18])[CH:11]=[CH:10][N:9]=1, predict the reactants needed to synthesize it. The reactants are: Cl[C:2]([C:13]1[N:14]=[C:15]([CH3:31])[N:16]([C:19]2[CH:24]=[CH:23][C:22]([O:25][CH3:26])=[C:21]([C:27]([F:30])([F:29])[F:28])[CH:20]=2)[C:17]=1[CH3:18])=[C:3]([C:6]1[CH:11]=[CH:10][N:9]=[C:8]([Cl:12])[CH:7]=1)C=O.CC(C)([O-])C.[K+].O. (2) Given the product [CH2:3]([O:5][C:6]([C:8]1([C:11]([OH:13])=[O:12])[CH2:9][CH2:10]1)=[O:7])[CH3:4], predict the reactants needed to synthesize it. The reactants are: [OH-].[Na+].[CH2:3]([O:5][C:6]([C:8]1([C:11]([O:13]CC)=[O:12])[CH2:10][CH2:9]1)=[O:7])[CH3:4]. (3) Given the product [CH:31]1([N:37]([CH2:38][CH3:39])[C:26]([N:17]2[CH2:16][CH2:15][C:12]3([C:11](=[O:20])[N:10]([C:7]4[CH:8]=[CH:9][C:4]([O:3][C:2]([F:1])([F:21])[F:22])=[CH:5][CH:6]=4)[CH2:14][CH2:13]3)[CH2:19][CH2:18]2)=[O:25])[CH2:36][CH2:35][CH2:34][CH2:33][CH2:32]1, predict the reactants needed to synthesize it. The reactants are: [F:1][C:2]([F:22])([F:21])[O:3][C:4]1[CH:9]=[CH:8][C:7]([N:10]2[CH2:14][CH2:13][C:12]3([CH2:19][CH2:18][NH:17][CH2:16][CH2:15]3)[C:11]2=[O:20])=[CH:6][CH:5]=1.O=C(Cl)[O:25][C:26](Cl)(Cl)Cl.[CH:31]1([NH:37][CH2:38][CH3:39])[CH2:36][CH2:35][CH2:34][CH2:33][CH2:32]1. (4) Given the product [Cl:24][C:25]1[CH:30]=[CH:29][C:28]([C:9]2[N:10]([CH3:14])[C:11]3[C:12](=[O:13])[N:4]([CH3:3])[C:5](=[O:16])[N:6]([CH3:15])[C:7]=3[N:8]=2)=[CH:27][CH:26]=1, predict the reactants needed to synthesize it. The reactants are: [Li+].[Cl-].[CH3:3][N:4]1[C:12](=[O:13])[C:11]2[N:10]([CH3:14])[CH:9]=[N:8][C:7]=2[N:6]([CH3:15])[C:5]1=[O:16].IC1C=CC=CC=1.[Cl:24][C:25]1[CH:30]=[CH:29][C:28](I)=[CH:27][CH:26]=1. (5) Given the product [Cl:1][C:2]1[CH:3]=[C:4]2[C:9](=[CH:10][C:11]=1[C:12]([N:63]1[CH2:68][CH2:67][CH2:66][CH2:65][CH:64]1[C:69]([O:71][CH2:72][CH3:73])=[O:70])=[O:13])[N:8]=[CH:7][N:6]=[C:5]2[NH:15][CH:16]([C:18]1[NH:22][C:21]2[CH:23]=[CH:24][C:25]([Cl:27])=[CH:26][C:20]=2[N:19]=1)[CH3:17], predict the reactants needed to synthesize it. The reactants are: [Cl:1][C:2]1[CH:3]=[C:4]2[C:9](=[CH:10][C:11]=1[C:12](O)=[O:13])[N:8]=[CH:7][N:6]=[C:5]2[NH:15][CH:16]([C:18]1[NH:22][C:21]2[CH:23]=[CH:24][C:25]([Cl:27])=[CH:26][C:20]=2[N:19]=1)[CH3:17].FC1C(OC(N(C)C)=[N+](C)C)=C(F)C(F)=C(F)C=1F.F[P-](F)(F)(F)(F)F.C(N(C(C)C)CC)(C)C.[NH:63]1[CH2:68][CH2:67][CH2:66][CH2:65][CH:64]1[C:69]([O:71][CH2:72][CH3:73])=[O:70].FC(F)(F)C(O)=O. (6) Given the product [CH:13]1([O:18][C:19]2[CH:20]=[CH:21][C:22]([N:25]3[C:30](=[O:31])[C:29]([CH2:32][C:33]4[CH:34]=[CH:35][C:36]([C:39]5[CH:44]=[CH:43][CH:42]=[CH:41][C:40]=5[C:45]5[NH:3][C:4](=[O:7])[O:5][N:46]=5)=[CH:37][CH:38]=4)=[C:28]([CH2:47][CH2:48][CH3:49])[N:27]=[C:26]3[CH3:50])=[CH:23][CH:24]=2)[CH2:17][CH2:16][CH2:15][CH2:14]1, predict the reactants needed to synthesize it. The reactants are: [Cl-].O[NH3+:3].[C:4](=[O:7])([O-])[OH:5].[Na+].CS(C)=O.[CH:13]1([O:18][C:19]2[CH:24]=[CH:23][C:22]([N:25]3[C:30](=[O:31])[C:29]([CH2:32][C:33]4[CH:38]=[CH:37][C:36]([C:39]5[C:40]([C:45]#[N:46])=[CH:41][CH:42]=[CH:43][CH:44]=5)=[CH:35][CH:34]=4)=[C:28]([CH2:47][CH2:48][CH3:49])[N:27]=[C:26]3[CH3:50])=[CH:21][CH:20]=2)[CH2:17][CH2:16][CH2:15][CH2:14]1. (7) Given the product [C:1]([N:8]([CH2:16][CH2:17][CH3:18])[O:9][CH2:10][CH:11]=[CH2:12])([O:3][C:4]([CH3:5])([CH3:6])[CH3:7])=[O:2], predict the reactants needed to synthesize it. The reactants are: [C:1]([NH:8][O:9][CH2:10][CH:11]=[CH2:12])([O:3][C:4]([CH3:7])([CH3:6])[CH3:5])=[O:2].[H-].[Na+].I[CH2:16][CH2:17][CH3:18]. (8) Given the product [F:12][C:13]1[CH:21]=[CH:20][C:19]([F:22])=[C:18]2[C:14]=1[C:15](=[O:33])[N:16]([CH2:29][CH:30]([CH3:31])[CH3:32])[CH:17]2[CH2:23][C:24]([NH:10][C:9]([NH2:11])=[NH:8])=[O:25], predict the reactants needed to synthesize it. The reactants are: CC(C)([O-])C.[K+].[Cl-].[NH2:8][C:9]([NH2:11])=[NH2+:10].[F:12][C:13]1[CH:21]=[CH:20][C:19]([F:22])=[C:18]2[C:14]=1[C:15](=[O:33])[N:16]([CH2:29][CH:30]([CH3:32])[CH3:31])[CH:17]2[CH2:23][C:24](OCC)=[O:25]. (9) Given the product [F:21][C:22]([F:30])([F:29])[C:23]([C:24]1[C:25]([CH3:26])=[N:1][C:2]2[C:3]([C:9]=1[C:11]1[CH:16]=[CH:15][C:14]([S:17]([CH3:20])(=[O:19])=[O:18])=[CH:13][CH:12]=1)=[CH:4][C:5]([I:8])=[CH:6][CH:7]=2)=[O:28], predict the reactants needed to synthesize it. The reactants are: [NH2:1][C:2]1[CH:7]=[CH:6][C:5]([I:8])=[CH:4][C:3]=1[C:9]([C:11]1[CH:16]=[CH:15][C:14]([S:17]([CH3:20])(=[O:19])=[O:18])=[CH:13][CH:12]=1)=O.[F:21][C:22]([F:30])([F:29])[C:23](=[O:28])[CH2:24][C:25](=O)[CH3:26].C(O)(C)C.